From a dataset of Catalyst prediction with 721,799 reactions and 888 catalyst types from USPTO. Predict which catalyst facilitates the given reaction. (1) Reactant: [N:1]1([CH2:7][CH2:8][CH2:9][C:10]2[C:18]3[CH2:17][CH2:16][CH2:15][CH2:14][C:13]=3[NH:12][C:11]=2[CH:19]=[O:20])[CH2:6][CH2:5][NH:4][CH2:3][CH2:2]1.[CH2:21]([O:23][C:24](=[O:27])[CH2:25]Br)[CH3:22].C(=O)([O-])[O-].[K+].[K+]. Product: [CH2:21]([O:23][C:24](=[O:27])[CH2:25][N:4]1[CH2:5][CH2:6][N:1]([CH2:7][CH2:8][CH2:9][C:10]2[C:18]3[CH2:17][CH2:16][CH2:15][CH2:14][C:13]=3[NH:12][C:11]=2[CH:19]=[O:20])[CH2:2][CH2:3]1)[CH3:22]. The catalyst class is: 9. (2) Reactant: [N:1]1([C:6]2[CH:11]=[CH:10][C:9]([CH2:12][C:13]([OH:15])=O)=[CH:8][CH:7]=2)[CH:5]=[N:4][N:3]=[N:2]1.CN(C(ON1N=NC2C=CC=NC1=2)=[N+](C)C)C.F[P-](F)(F)(F)(F)F.[CH3:40][CH:41]1[CH2:50][C:49]2[C:44](=[CH:45][CH:46]=[C:47]([CH2:51][CH2:52][N:53]3[CH2:58][CH2:57][NH:56][CH:55]([CH3:59])[CH2:54]3)[CH:48]=2)[C:43](=[O:60])[O:42]1.CCN(C(C)C)C(C)C. Product: [CH3:40][CH:41]1[CH2:50][C:49]2[C:44](=[CH:45][CH:46]=[C:47]([CH2:51][CH2:52][N:53]3[CH2:58][CH2:57][N:56]([C:13](=[O:15])[CH2:12][C:9]4[CH:8]=[CH:7][C:6]([N:1]5[CH:5]=[N:4][N:3]=[N:2]5)=[CH:11][CH:10]=4)[CH:55]([CH3:59])[CH2:54]3)[CH:48]=2)[C:43](=[O:60])[O:42]1. The catalyst class is: 2. (3) Reactant: [N:1]1[CH:6]=[CH:5][CH:4]=[C:3]([CH2:7][OH:8])[CH:2]=1.[N+:9]([C:12]1[CH:17]=[CH:16][C:15]([O:18][C:19](=O)[O:20]C2C=CC([N+]([O-])=O)=CC=2)=[CH:14][CH:13]=1)([O-:11])=[O:10].CN1CCOCC1. The catalyst class is: 2. Product: [C:19](=[O:20])([O:8][CH2:7][C:3]1[CH:2]=[N:1][CH:6]=[CH:5][CH:4]=1)[O:18][C:15]1[CH:14]=[CH:13][C:12]([N+:9]([O-:11])=[O:10])=[CH:17][CH:16]=1. (4) Reactant: [F:1][C:2]1[CH:10]=[CH:9][CH:8]=[C:7]2[C:3]=1[C:4]([NH2:12])=[N:5][N:6]2[CH3:11].[Br:13]N1C(=O)CCC1=O. Product: [Br:13][C:8]1[CH:9]=[CH:10][C:2]([F:1])=[C:3]2[C:7]=1[N:6]([CH3:11])[N:5]=[C:4]2[NH2:12]. The catalyst class is: 65. (5) Reactant: [C:1]([O:5][C:6]([C:9]([C:12]([O:15][C:16]([C:19](OC)=[O:20])([F:18])[F:17])([F:14])[F:13])([F:11])[F:10])([F:8])[F:7])([F:4])([F:3])[F:2].[NH:23]([CH2:25][C:26]([OH:28])=[O:27])[CH3:24].[OH-].[K+:30]. Product: [C:1]([O:5][C:6]([C:9]([C:12]([O:15][C:16]([C:19]([N:23]([CH2:25][C:26]([O-:28])=[O:27])[CH3:24])=[O:20])([F:18])[F:17])([F:14])[F:13])([F:10])[F:11])([F:7])[F:8])([F:3])([F:4])[F:2].[K+:30]. The catalyst class is: 32.